Predict the reactants needed to synthesize the given product. From a dataset of Full USPTO retrosynthesis dataset with 1.9M reactions from patents (1976-2016). (1) Given the product [C:11]([O:19][CH2:20][CH:21]([O:24][C:25](=[O:32])[C:26]1[CH:31]=[CH:30][CH:29]=[CH:28][CH:27]=1)[CH2:22][N:10]1[C:3]2[C:2]([Cl:1])=[N:7][CH:6]=[N:5][C:4]=2[CH:8]=[CH:9]1)(=[O:18])[C:12]1[CH:13]=[CH:14][CH:15]=[CH:16][CH:17]=1, predict the reactants needed to synthesize it. The reactants are: [Cl:1][C:2]1[C:3]2[NH:10][CH:9]=[CH:8][C:4]=2[N:5]=[CH:6][N:7]=1.[C:11]([O:19][CH2:20][CH:21]([O:24][C:25](=[O:32])[C:26]1[CH:31]=[CH:30][CH:29]=[CH:28][CH:27]=1)[CH2:22]Br)(=[O:18])[C:12]1[CH:17]=[CH:16][CH:15]=[CH:14][CH:13]=1.C(=O)([O-])[O-].[Cs+].[Cs+].CN(C)C=O. (2) Given the product [F:1][C:2]1[CH:3]=[C:4]([C@:18]2([S:30]([C:33]3[CH:34]=[CH:35][C:36]([F:39])=[CH:37][CH:38]=3)(=[O:32])=[O:31])[CH2:22][CH2:21][NH:20][CH2:19]2)[CH:5]=[CH:6][C:7]=1[C:8]([F:17])([C:13]([F:14])([F:16])[F:15])[C:9]([F:10])([F:12])[F:11], predict the reactants needed to synthesize it. The reactants are: [F:1][C:2]1[CH:3]=[C:4]([C@:18]2([S:30]([C:33]3[CH:38]=[CH:37][C:36]([F:39])=[CH:35][CH:34]=3)(=[O:32])=[O:31])[CH2:22][CH2:21][N:20](C(OC(C)(C)C)=O)[CH2:19]2)[CH:5]=[CH:6][C:7]=1[C:8]([F:17])([C:13]([F:16])([F:15])[F:14])[C:9]([F:12])([F:11])[F:10]. (3) The reactants are: [CH2:1]([CH:11]([CH2:51][CH2:52][CH2:53][CH2:54][CH2:55][CH2:56][CH2:57][CH2:58][CH2:59][CH2:60][CH2:61][CH3:62])[C:12]([NH:14][C:15]1[CH:16]=[C:17]([CH:22]=[C:23]([NH:25][C:26](=[O:50])[CH:27]([CH2:40][CH2:41][CH2:42][CH2:43][CH2:44][CH2:45][CH2:46][CH2:47][CH2:48][CH3:49])[CH2:28][CH2:29][CH2:30][CH2:31][CH2:32][CH2:33][CH2:34][CH2:35][CH2:36][CH2:37][CH2:38][CH3:39])[CH:24]=1)[C:18]([O:20]C)=[O:19])=[O:13])[CH2:2][CH2:3][CH2:4][CH2:5][CH2:6][CH2:7][CH2:8][CH2:9][CH3:10].[OH-].[K+].CO.O. Given the product [CH2:1]([CH:11]([CH2:51][CH2:52][CH2:53][CH2:54][CH2:55][CH2:56][CH2:57][CH2:58][CH2:59][CH2:60][CH2:61][CH3:62])[C:12]([NH:14][C:15]1[CH:16]=[C:17]([CH:22]=[C:23]([NH:25][C:26](=[O:50])[CH:27]([CH2:40][CH2:41][CH2:42][CH2:43][CH2:44][CH2:45][CH2:46][CH2:47][CH2:48][CH3:49])[CH2:28][CH2:29][CH2:30][CH2:31][CH2:32][CH2:33][CH2:34][CH2:35][CH2:36][CH2:37][CH2:38][CH3:39])[CH:24]=1)[C:18]([OH:20])=[O:19])=[O:13])[CH2:2][CH2:3][CH2:4][CH2:5][CH2:6][CH2:7][CH2:8][CH2:9][CH3:10], predict the reactants needed to synthesize it. (4) Given the product [F:32][C:17]([F:16])([F:33])[C:18]1[O:22][N:21]=[C:20]([C:23]2[CH:24]=[C:25]([CH:29]=[CH:30][CH:31]=2)[C:26]([N:2]2[CH2:3][CH2:4][CH:5]([C:8]3[CH:15]=[CH:14][C:11]([C:12]#[N:13])=[CH:10][N:9]=3)[CH2:6][CH2:7]2)=[O:27])[N:19]=1, predict the reactants needed to synthesize it. The reactants are: Cl.[NH:2]1[CH2:7][CH2:6][CH:5]([C:8]2[CH:15]=[CH:14][C:11]([C:12]#[N:13])=[CH:10][N:9]=2)[CH2:4][CH2:3]1.[F:16][C:17]([F:33])([F:32])[C:18]1[O:22][N:21]=[C:20]([C:23]2[CH:24]=[C:25]([CH:29]=[CH:30][CH:31]=2)[C:26](O)=[O:27])[N:19]=1. (5) Given the product [N:55]1([C:12](=[O:14])/[CH:11]=[CH:10]/[C@@H:9]([NH:8][C:6](=[O:7])[O:5][C:2]([CH3:1])([CH3:3])[CH3:4])[CH2:15][CH:16]([CH3:18])[CH3:17])[C:63]2[C:58](=[CH:59][CH:60]=[CH:61][CH:62]=2)[CH2:57][CH2:56]1, predict the reactants needed to synthesize it. The reactants are: [CH3:1][C:2]([O:5][C:6]([NH:8][C@@H:9]([CH2:15][CH:16]([CH3:18])[CH3:17])/[CH:10]=[CH:11]/[C:12]([OH:14])=O)=[O:7])([CH3:4])[CH3:3].CN([P+](ON1N=NC2C=CC=CC1=2)(N(C)C)N(C)C)C.F[P-](F)(F)(F)(F)F.CCN(C(C)C)C(C)C.[NH:55]1[C:63]2[C:58](=[CH:59][CH:60]=[CH:61][CH:62]=2)[CH2:57][CH2:56]1. (6) Given the product [C:1]([O:5][C:6]([N:8]1[CH2:20][C@@H:19]([CH3:21])[N:18]2[C@H:10]([CH2:11][C:12]3[C:17]2=[N:16][C:15]([O:80][CH2:73][C:74]2[CH:79]=[CH:78][CH:77]=[CH:76][CH:75]=2)=[CH:14][CH:13]=3)[CH2:9]1)=[O:7])([CH3:4])([CH3:3])[CH3:2], predict the reactants needed to synthesize it. The reactants are: [C:1]([O:5][C:6]([N:8]1[CH2:20][C@@H:19]([CH3:21])[N:18]2[C@H:10]([CH2:11][C:12]3[C:17]2=[N:16][C:15](Br)=[CH:14][CH:13]=3)[CH2:9]1)=[O:7])([CH3:4])([CH3:3])[CH3:2].CC1C=CC(P(C2C=CC3C(=CC=CC=3)C=2C2C3C(=CC=CC=3)C=CC=2P(C2C=CC(C)=CC=2)C2C=CC(C)=CC=2)C2C=CC(C)=CC=2)=CC=1.[CH2:73]([OH:80])[C:74]1[CH:79]=[CH:78][CH:77]=[CH:76][CH:75]=1.[H-].[Na+].C(=O)([O-])[O-].[Na+].[Na+].